Predict the product of the given reaction. From a dataset of Forward reaction prediction with 1.9M reactions from USPTO patents (1976-2016). (1) Given the reactants Cl.O1CCOCC1.[CH3:8][O:9][CH2:10][C:11]1([CH:24]([N:26]([C@@H:33]2[CH2:35][C@H:34]2[C:36]2[CH:41]=[CH:40][CH:39]=[CH:38][CH:37]=2)[C:27](=[O:32])[C:28]([F:31])([F:30])[F:29])[CH3:25])[CH2:16][CH2:15][N:14](C(OC(C)(C)C)=O)[CH2:13][CH2:12]1, predict the reaction product. The product is: [F:31][C:28]([F:29])([F:30])[C:27]([N:26]([CH:24]([C:11]1([CH2:10][O:9][CH3:8])[CH2:16][CH2:15][NH:14][CH2:13][CH2:12]1)[CH3:25])[C@@H:33]1[CH2:35][C@H:34]1[C:36]1[CH:41]=[CH:40][CH:39]=[CH:38][CH:37]=1)=[O:32]. (2) Given the reactants I[C:2]1[CH:7]=[CH:6][C:5]([C:8]([F:11])([F:10])[F:9])=[CH:4][CH:3]=1.[PH2:12]([O-:14])=[O:13].[NH3+][C:16]1C=CC=C[CH:17]=1.NCCC[Si](OCC)(OCC)OCC.C1(P(C2C=CC=CC=2)CCCP(C2C=CC=CC=2)C2C=CC=CC=2)C=CC=CC=1, predict the reaction product. The product is: [F:9][C:8]([F:11])([F:10])[C:5]1[CH:6]=[CH:7][C:2]([PH:12](=[O:14])[O:13][CH2:16][CH3:17])=[CH:3][CH:4]=1. (3) Given the reactants C([O:14][C:15]1[C:16]2[C:34](=[O:35])[N:33]([CH2:36][C:37]3[CH:42]=[CH:41][C:40]([F:43])=[CH:39][CH:38]=3)[CH2:32][C:17]=2[C:18]([C:25]2[C:26]([CH3:31])=[N:27][O:28][C:29]=2[CH3:30])=[C:19]2[C:24]=1[N:23]=[CH:22][CH:21]=[CH:20]2)(C1C=CC=CC=1)C1C=CC=CC=1.FC(F)(F)C(O)=O.C([SiH](CC)CC)C, predict the reaction product. The product is: [CH3:31][C:26]1[C:25]([C:18]2[C:17]3[CH2:32][N:33]([CH2:36][C:37]4[CH:42]=[CH:41][C:40]([F:43])=[CH:39][CH:38]=4)[C:34](=[O:35])[C:16]=3[C:15]([OH:14])=[C:24]3[C:19]=2[CH:20]=[CH:21][CH:22]=[N:23]3)=[C:29]([CH3:30])[O:28][N:27]=1. (4) Given the reactants [Cl:1][C:2]1[N:11]=[C:10](Cl)[C:9]2[C:4](=[CH:5][CH:6]=[C:7]([C:13]([F:16])([F:15])[F:14])[CH:8]=2)[N:3]=1.[NH2:17][CH2:18][C:19]1[CH:24]=[CH:23][C:22]([NH:25][C:26]([CH:28]2[CH2:33][CH2:32][N:31]([CH2:34][C:35]3[CH:40]=[CH:39][C:38]([F:41])=[CH:37][CH:36]=3)[CH2:30][CH2:29]2)=[O:27])=[CH:21][CH:20]=1, predict the reaction product. The product is: [Cl:1][C:2]1[N:11]=[C:10]([NH:17][CH2:18][C:19]2[CH:24]=[CH:23][C:22]([NH:25][C:26]([CH:28]3[CH2:33][CH2:32][N:31]([CH2:34][C:35]4[CH:36]=[CH:37][C:38]([F:41])=[CH:39][CH:40]=4)[CH2:30][CH2:29]3)=[O:27])=[CH:21][CH:20]=2)[C:9]2[C:4](=[CH:5][CH:6]=[C:7]([C:13]([F:16])([F:15])[F:14])[CH:8]=2)[N:3]=1.